Dataset: Full USPTO retrosynthesis dataset with 1.9M reactions from patents (1976-2016). Task: Predict the reactants needed to synthesize the given product. Given the product [F:32][C:33]1[CH:40]=[CH:39][CH:38]=[CH:37][C:34]=1[CH2:35][N:11]([CH2:12][C:13]1[CH:31]=[CH:30][C:16]([O:17][C:18]2[CH:23]=[CH:22][C:21]([CH2:24][CH2:25][C:26]([O:28][CH3:29])=[O:27])=[CH:20][CH:19]=2)=[CH:15][CH:14]=1)[C:3]1[CH:4]=[CH:5][CH:6]=[C:7]([N+:8]([O-:10])=[O:9])[C:2]=1[CH3:1], predict the reactants needed to synthesize it. The reactants are: [CH3:1][C:2]1[C:7]([N+:8]([O-:10])=[O:9])=[CH:6][CH:5]=[CH:4][C:3]=1[NH:11][CH2:12][C:13]1[CH:31]=[CH:30][C:16]([O:17][C:18]2[CH:23]=[CH:22][C:21]([CH2:24][CH2:25][C:26]([O:28][CH3:29])=[O:27])=[CH:20][CH:19]=2)=[CH:15][CH:14]=1.[F:32][C:33]1[CH:40]=[CH:39][CH:38]=[CH:37][C:34]=1[CH2:35]Br.